From a dataset of Reaction yield outcomes from USPTO patents with 853,638 reactions. Predict the reaction yield, written as a fraction of the theoretical maximum amount of product (1.0 means a 100% yield; for example, 0.34 means a 34% yield). (1) The reactants are [OH:1][C@@H:2]1[CH2:6][CH2:5][N:4]([C:7]2[CH:12]=[CH:11][C:10]([S:13]([NH:16][C:17]3[S:18][CH:19]=[CH:20][N:21]=3)(=[O:15])=[O:14])=[CH:9][CH:8]=2)[C:3]1=[O:22].[CH:23](N(CC)C(C)C)([CH3:25])[CH3:24].C(Br)C=C. The catalyst is C(Cl)Cl. The product is [CH2:25]([N:16]([C:17]1[S:18][CH:19]=[CH:20][N:21]=1)[S:13]([C:10]1[CH:11]=[CH:12][C:7]([N:4]2[CH2:5][CH2:6][C@@H:2]([OH:1])[C:3]2=[O:22])=[CH:8][CH:9]=1)(=[O:14])=[O:15])[CH:23]=[CH2:24]. The yield is 0.960. (2) The reactants are [CH2:1]([N:3]1[C:9]2[N:10]=[CH:11][C:12]([CH2:14][CH2:15][O:16][C:17]3[CH:22]=[CH:21][C:20]([C:23]4[CH:27]=[C:26]([C:28]([O:30]CC)=[O:29])[O:25][N:24]=4)=[CH:19][C:18]=3[CH3:33])=[CH:13][C:8]=2[C:7](=[O:34])[N:6]([CH3:35])[C:5]2[CH:36]=[CH:37][CH:38]=[N:39][C:4]1=2)[CH3:2].[OH-].[Na+]. The catalyst is C1COCC1.CO. The product is [CH2:1]([N:3]1[C:9]2[N:10]=[CH:11][C:12]([CH2:14][CH2:15][O:16][C:17]3[CH:22]=[CH:21][C:20]([C:23]4[CH:27]=[C:26]([C:28]([OH:30])=[O:29])[O:25][N:24]=4)=[CH:19][C:18]=3[CH3:33])=[CH:13][C:8]=2[C:7](=[O:34])[N:6]([CH3:35])[C:5]2[CH:36]=[CH:37][CH:38]=[N:39][C:4]1=2)[CH3:2]. The yield is 0.850. (3) The reactants are [C:1]([OH:4])(=O)[CH3:2].C(OC(=O)C)(=O)C.[CH3:12][C:13]1([CH3:23])[C:22]2[C:17](=[CH:18]C=C[CH:21]=2)[CH2:16][CH2:15][CH2:14]1. The catalyst is C1C=CC=CC=1.O. The product is [CH3:12][C:13]1([CH3:23])[C:14]2[C:2](=[CH:18][CH:17]=[CH:16][CH:15]=2)[C:1](=[O:4])[CH2:21][CH2:22]1. The yield is 0.740. (4) The reactants are [CH3:1][C:2]1([CH2:12][OH:13])[CH2:11][CH2:10][C:5]2([O:9][CH2:8][CH2:7][O:6]2)[CH2:4][CH2:3]1.[Cl:14][C:15]1[C:16](F)=[CH:17][C:18]([F:28])=[C:19]([CH:27]=1)[C:20]([O:22][C:23]([CH3:26])([CH3:25])[CH3:24])=[O:21].C(=O)([O-])[O-].[Cs+].[Cs+]. The catalyst is CS(C)=O. The product is [Cl:14][C:15]1[C:16]([O:13][CH2:12][C:2]2([CH3:1])[CH2:11][CH2:10][C:5]3([O:6][CH2:7][CH2:8][O:9]3)[CH2:4][CH2:3]2)=[CH:17][C:18]([F:28])=[C:19]([CH:27]=1)[C:20]([O:22][C:23]([CH3:24])([CH3:25])[CH3:26])=[O:21]. The yield is 0.540. (5) The reactants are C1(P(=O)(C2C=CC=CC=2)C2C=CC=CC=2)C=CC=CC=1.FC(F)(F)S(OS(C(F)(F)F)(=O)=O)(=O)=O.[CH3:36][C:37]1[C:45]([CH3:46])=[CH:44][C:43]([NH:47][S:48]([C:51]2[S:52][CH:53]=[CH:54][CH:55]=2)(=[O:50])=[O:49])=[C:42]2[C:38]=1[CH:39]=[C:40]([C:56]([NH:58][CH2:59][CH2:60][S:61]C(C1C=CC=CC=1)(C1C=CC=CC=1)C1C=CC=CC=1)=O)[NH:41]2.C(=O)([O-])O.[Na+]. The catalyst is ClCCl. The product is [S:61]1[CH2:60][CH2:59][N:58]=[C:56]1[C:40]1[NH:41][C:42]2[C:38]([CH:39]=1)=[C:37]([CH3:36])[C:45]([CH3:46])=[CH:44][C:43]=2[NH:47][S:48]([C:51]1[S:52][CH:53]=[CH:54][CH:55]=1)(=[O:49])=[O:50]. The yield is 0.840.